From a dataset of Catalyst prediction with 721,799 reactions and 888 catalyst types from USPTO. Predict which catalyst facilitates the given reaction. (1) Reactant: [CH:1](=[O:5])[CH2:2][CH2:3][CH3:4].[OH:6][CH2:7][CH:8]([CH2:10][OH:11])[OH:9]. Product: [CH:1](=[O:5])[CH2:2][CH2:3][CH3:4].[OH:6][CH2:7][CH:8]([CH2:10][OH:11])[OH:9]. The catalyst class is: 45. (2) Product: [CH3:18][O:19][CH2:20][CH2:21][S:22][C:2]1[C:3]([CH3:15])=[C:4]([CH:8]=[CH:9][C:10]=1[C:11]([F:14])([F:13])[F:12])[C:5]([OH:7])=[O:6]. The catalyst class is: 3. Reactant: F[C:2]1[C:3]([CH3:15])=[C:4]([CH:8]=[CH:9][C:10]=1[C:11]([F:14])([F:13])[F:12])[C:5]([OH:7])=[O:6].[H-].[Na+].[CH3:18][O:19][CH2:20][CH2:21][SH:22]. (3) Reactant: [CH3:1][O:2][C:3](=[O:29])[C:4]1[CH:9]=[CH:8][C:7]([O:10][CH2:11][CH2:12][CH2:13]Br)=[CH:6][C:5]=1[NH:15][C:16](=[O:28])[C:17]1[CH:22]=[CH:21][C:20]([O:23][C:24]([F:27])([F:26])[F:25])=[CH:19][CH:18]=1.[F:30][C:31]([F:46])([F:45])[C:32]1[CH:33]=[C:34]([CH:38]=[C:39]([C:41]([F:44])([F:43])[F:42])[CH:40]=1)[CH:35]=[N:36][OH:37].C(=O)([O-])[O-].[Cs+].[Cs+]. Product: [CH3:1][O:2][C:3](=[O:29])[C:4]1[CH:9]=[CH:8][C:7]([O:10][CH2:11][CH2:12][CH2:13][O:37]/[N:36]=[CH:35]/[C:34]2[CH:38]=[C:39]([C:41]([F:43])([F:44])[F:42])[CH:40]=[C:32]([C:31]([F:30])([F:45])[F:46])[CH:33]=2)=[CH:6][C:5]=1[NH:15][C:16](=[O:28])[C:17]1[CH:22]=[CH:21][C:20]([O:23][C:24]([F:27])([F:26])[F:25])=[CH:19][CH:18]=1. The catalyst class is: 21. (4) Reactant: [F:1][C:2]1[CH:25]=[CH:24][CH:23]=[CH:22][C:3]=1[CH2:4][N:5]1[C:13]2[C:8](=[CH:9][CH:10]=[CH:11][CH:12]=2)[C:7]([C:14]2[N:19]=[C:18]([NH2:20])[CH:17]=[C:16]([NH2:21])[N:15]=2)=[N:6]1.Cl.Br[C:28]1[CH:33]=[CH:32][N:31]=[CH:30][CH:29]=1.C1C=CC(P(C2C=CC3C(=CC=CC=3)C=2C2C3C(=CC=CC=3)C=CC=2P(C2C=CC=CC=2)C2C=CC=CC=2)C2C=CC=CC=2)=CC=1. Product: [F:1][C:2]1[CH:25]=[CH:24][CH:23]=[CH:22][C:3]=1[CH2:4][N:5]1[C:13]2[C:8](=[CH:9][CH:10]=[CH:11][CH:12]=2)[C:7]([C:14]2[N:19]=[C:18]([NH:20][C:28]3[CH:33]=[CH:32][N:31]=[CH:30][CH:29]=3)[CH:17]=[C:16]([NH2:21])[N:15]=2)=[N:6]1. The catalyst class is: 35. (5) Reactant: [Cl:1][C:2]1[CH:3]=[C:4]([S:22][CH:23]2[CH2:28][CH2:27][CH2:26][CH2:25][CH2:24]2)[C:5]([CH3:21])=[C:6]([CH:20]=1)[C:7]([NH:9][CH2:10][C:11]1[C:12](=[O:19])[NH:13][C:14]([CH3:18])=[CH:15][C:16]=1[CH3:17])=[O:8].C1C=C(Cl)C=C(C(OO)=[O:37])C=1. Product: [Cl:1][C:2]1[CH:3]=[C:4]([S:22]([CH:23]2[CH2:28][CH2:27][CH2:26][CH2:25][CH2:24]2)=[O:37])[C:5]([CH3:21])=[C:6]([CH:20]=1)[C:7]([NH:9][CH2:10][C:11]1[C:12](=[O:19])[NH:13][C:14]([CH3:18])=[CH:15][C:16]=1[CH3:17])=[O:8]. The catalyst class is: 2. (6) Reactant: CON(CC)[C:4](=[O:21])[CH2:5][CH:6]1[CH2:11][CH2:10][N:9]([CH2:12][C:13]2[C:14]([O:19][CH3:20])=[N:15][CH:16]=[CH:17][CH:18]=2)[CH2:8][CH2:7]1.O1CCCC1.[S:29]1[CH:33]=[CH:32][CH:31]=[C:30]1[Li].[Cl-].[NH4+]. Product: [CH3:20][O:19][C:14]1[C:13]([CH2:12][N:9]2[CH2:8][CH2:7][CH:6]([CH2:5][C:4](=[O:21])[C:30]3[S:29][CH:33]=[CH:32][CH:31]=3)[CH2:11][CH2:10]2)=[CH:18][CH:17]=[CH:16][N:15]=1. The catalyst class is: 7. (7) Reactant: [NH2:1][C:2](=[S:14])[CH2:3][N:4]1[CH:8]=[C:7]([C:9]([O:11][CH2:12][CH3:13])=[O:10])[CH:6]=[N:5]1.Br[CH2:16][C:17]([C:19]1[CH:24]=[CH:23][CH:22]=[C:21]([C:25]([F:28])([F:27])[F:26])[CH:20]=1)=O. Product: [F:26][C:25]([F:27])([F:28])[C:21]1[CH:20]=[C:19]([C:17]2[N:1]=[C:2]([CH2:3][N:4]3[CH:8]=[C:7]([C:9]([O:11][CH2:12][CH3:13])=[O:10])[CH:6]=[N:5]3)[S:14][CH:16]=2)[CH:24]=[CH:23][CH:22]=1. The catalyst class is: 8. (8) Reactant: [C:1]1([C:7]2[O:8][C:9]([C:15]([F:18])([F:17])[F:16])=[C:10]([C:12]([OH:14])=O)[N:11]=2)[CH:6]=[CH:5][CH:4]=[CH:3][CH:2]=1.[N:19]1([C:25]2[N:30]=[CH:29][C:28]([NH2:31])=[CH:27][CH:26]=2)[CH2:24][CH2:23][O:22][CH2:21][CH2:20]1.ON1C2C=CC=CC=2N=N1.Cl.C(N=C=NCCCN(C)C)C. Product: [N:19]1([C:25]2[N:30]=[CH:29][C:28]([NH:31][C:12]([C:10]3[N:11]=[C:7]([C:1]4[CH:2]=[CH:3][CH:4]=[CH:5][CH:6]=4)[O:8][C:9]=3[C:15]([F:18])([F:17])[F:16])=[O:14])=[CH:27][CH:26]=2)[CH2:24][CH2:23][O:22][CH2:21][CH2:20]1. The catalyst class is: 4. (9) Reactant: [F:1][C:2]1[CH:10]=[CH:9][C:8]([O:11]C)=[CH:7][C:3]=1[C:4]([OH:6])=[O:5].Br. Product: [F:1][C:2]1[CH:10]=[CH:9][C:8]([OH:11])=[CH:7][C:3]=1[C:4]([OH:6])=[O:5]. The catalyst class is: 15. (10) Reactant: [O:1]([CH2:8][CH2:9][C@@H:10]1[NH:15][CH2:14][CH2:13][N:12]([C:16]2[C:25]3[CH:24]=[C:23]([CH3:26])[S:22][C:21]=3[NH:20][C:19]3[CH:27]=[CH:28][CH:29]=[CH:30][C:18]=3[N:17]=2)[CH2:11]1)[C:2]1[CH:7]=[CH:6][CH:5]=[CH:4][CH:3]=1.C=O.[C:33](O[BH-](OC(=O)C)OC(=O)C)(=O)C.[Na+].[Cl:47]C(Cl)C. Product: [ClH:47].[ClH:47].[CH3:33][N:15]1[CH2:14][CH2:13][N:12]([C:16]2[C:25]3[CH:24]=[C:23]([CH3:26])[S:22][C:21]=3[NH:20][C:19]3[CH:27]=[CH:28][CH:29]=[CH:30][C:18]=3[N:17]=2)[CH2:11][C@@H:10]1[CH2:9][CH2:8][O:1][C:2]1[CH:7]=[CH:6][CH:5]=[CH:4][CH:3]=1. The catalyst class is: 389.